The task is: Predict the product of the given reaction.. This data is from Forward reaction prediction with 1.9M reactions from USPTO patents (1976-2016). (1) Given the reactants C([N:4]1[C:12]2[C:7](=[C:8]([O:13][CH2:14][CH2:15][Cl:16])[CH:9]=[CH:10][CH:11]=2)[CH:6]=[N:5]1)(=O)C.Cl, predict the reaction product. The product is: [Cl:16][CH2:15][CH2:14][O:13][C:8]1[CH:9]=[CH:10][CH:11]=[C:12]2[C:7]=1[CH:6]=[N:5][NH:4]2. (2) The product is: [Br:1][C:2]1[CH:7]=[CH:6][C:5]2[O:8][C:38]([CH2:37][CH2:36][N:40]3[CH2:44][CH2:43][CH2:42][C@H:41]3[CH3:45])=[CH:39][C:4]=2[CH:3]=1. Given the reactants [Br:1][C:2]1[CH:7]=[CH:6][C:5]([OH:8])=[C:4](I)[CH:3]=1.C1(P(C2C=CC=CC=2)C2C=CC=CC=2)C=CC=CC=1.C(NC(C)C)(C)C.[CH2:36]([N:40]1[CH2:44][CH2:43][CH2:42][C@H:41]1[CH3:45])[CH2:37][C:38]#[CH:39], predict the reaction product. (3) Given the reactants C[Si]([C:5]#[N:6])(C)C.[CH2:7]([O:10][CH:11](OCC#C)[C:12]1[CH:17]=[CH:16][C:15]([Cl:18])=[CH:14][CH:13]=1)[C:8]#[CH:9].Cl, predict the reaction product. The product is: [Cl:18][C:15]1[CH:14]=[CH:13][C:12]([CH:11]([O:10][CH2:7][C:8]#[CH:9])[C:5]#[N:6])=[CH:17][CH:16]=1. (4) Given the reactants [NH+]1C=CC=CC=1.[Br:7][C:8]1[CH:9]=[C:10]([CH2:16][OH:17])[CH:11]=[C:12]([Br:15])[C:13]=1[Cl:14], predict the reaction product. The product is: [Br:7][C:8]1[CH:9]=[C:10]([CH:11]=[C:12]([Br:15])[C:13]=1[Cl:14])[CH:16]=[O:17]. (5) Given the reactants C([N:8]1[CH2:13][CH2:12][N:11]([C:14]([C@H:16]2[CH2:21][N:20]([C:22]([CH3:25])([CH3:24])[CH3:23])[CH2:19][CH2:18][N:17]2[C:26]([O:28][C:29]([CH3:32])([CH3:31])[CH3:30])=[O:27])=[O:15])[CH2:10][CH2:9]1)C1C=CC=CC=1, predict the reaction product. The product is: [C:22]([N:20]1[CH2:19][CH2:18][N:17]([C:26]([O:28][C:29]([CH3:32])([CH3:31])[CH3:30])=[O:27])[C@@H:16]([C:14]([N:11]2[CH2:10][CH2:9][NH:8][CH2:13][CH2:12]2)=[O:15])[CH2:21]1)([CH3:23])([CH3:24])[CH3:25].